Dataset: Peptide-MHC class II binding affinity with 134,281 pairs from IEDB. Task: Regression. Given a peptide amino acid sequence and an MHC pseudo amino acid sequence, predict their binding affinity value. This is MHC class II binding data. (1) The peptide sequence is DCRTAFKPVLVDEGR. The MHC is DRB3_0202 with pseudo-sequence DRB3_0202. The binding affinity (normalized) is 0. (2) The peptide sequence is EIDTDGDGFIDFNEF. The MHC is HLA-DPA10201-DPB11401 with pseudo-sequence HLA-DPA10201-DPB11401. The binding affinity (normalized) is 0. (3) The peptide sequence is RPGPSRGVQGFIFFF. The MHC is HLA-DQA10601-DQB10402 with pseudo-sequence HLA-DQA10601-DQB10402. The binding affinity (normalized) is 0.